From a dataset of Blood-brain barrier penetration binary classification data from Martins et al.. Regression/Classification. Given a drug SMILES string, predict its absorption, distribution, metabolism, or excretion properties. Task type varies by dataset: regression for continuous measurements (e.g., permeability, clearance, half-life) or binary classification for categorical outcomes (e.g., BBB penetration, CYP inhibition). Dataset: bbb_martins. (1) The compound is CCOc1cc(N)c([N+](=O)[O-])cc1C(=O)NC1CCN(CC2CC=CCC2)CC1. The result is 1 (penetrates BBB). (2) The drug is NC1=NC(=O)C(c2ccccc2)O1. The result is 1 (penetrates BBB). (3) The molecule is CC(C)=O. The result is 1 (penetrates BBB). (4) The compound is Cc1ccccc1OCC(COC(O)C(Cl)(Cl)Cl)OC(O)C(Cl)(Cl)Cl. The result is 1 (penetrates BBB). (5) The drug is CN(C)c1ccc(O)c2c1C[C@H]1C[C@H]3[C@H](N(C)C)C(O)=C(C(N)=O)C(=O)[C@@]3(O)C(O)=C1C2=O. The result is 1 (penetrates BBB). (6) The molecule is O=C(CN1CC[C@H](c2ccc(F)cc2)[C@@H](COc2ccc3c(c2)OCO3)C1)c1ccc(F)cc1. The result is 1 (penetrates BBB). (7) The compound is NC(=O)C1c2ccccc2C=Cc2ccccc21. The result is 1 (penetrates BBB). (8) The result is 1 (penetrates BBB). The molecule is CC(=O)OC1CC[C@@]2(C)C([C@@H]1Br)[C@H](Br)C[C@@H]1[C@@H]2CC[C@@]2(C)[C@H]1CC[C@@H]2[C@H](C)CCCC(C)C.